Predict the reaction yield, written as a fraction of the theoretical maximum amount of product (1.0 means a 100% yield; for example, 0.34 means a 34% yield). From a dataset of Reaction yield outcomes from USPTO patents with 853,638 reactions. (1) The product is [F:20][C:21]1[CH:26]=[CH:25][CH:24]=[C:23]([F:27])[C:22]=1[S:28]([NH:1][C:2]1[CH:3]=[C:4]([CH:10]=[CH:11][C:12]=1[F:13])[C:5]([O:7][CH2:8][CH3:9])=[O:6])(=[O:30])=[O:29]. The yield is 0.660. The reactants are [NH2:1][C:2]1[CH:3]=[C:4]([CH:10]=[CH:11][C:12]=1[F:13])[C:5]([O:7][CH2:8][CH3:9])=[O:6].N1C=CC=CC=1.[F:20][C:21]1[CH:26]=[CH:25][CH:24]=[C:23]([F:27])[C:22]=1[S:28](Cl)(=[O:30])=[O:29]. The catalyst is C(Cl)Cl. (2) The reactants are FC(F)(F)C(O)=O.[O:8]1[C:12]2[CH:13]=[CH:14][CH:15]=[CH:16][C:11]=2[CH:10]=[C:9]1[C:17]([NH:19][C:20]1[S:21][CH:22]=[C:23]([C:32]2[N:36]([CH3:37])[N:35]=[C:34]([C:38]([F:41])([F:40])[F:39])[CH:33]=2)[C:24]=1[C:25]([O:27]C(C)(C)C)=[O:26])=[O:18]. The catalyst is ClCCl. The product is [O:8]1[C:12]2[CH:13]=[CH:14][CH:15]=[CH:16][C:11]=2[CH:10]=[C:9]1[C:17]([NH:19][C:20]1[S:21][CH:22]=[C:23]([C:32]2[N:36]([CH3:37])[N:35]=[C:34]([C:38]([F:39])([F:40])[F:41])[CH:33]=2)[C:24]=1[C:25]([OH:27])=[O:26])=[O:18]. The yield is 0.180. (3) The reactants are [I-].[CH3:2][S+](C)(C)=O.[H-].[Na+].[Cl:9][C:10]1[CH:11]=[C:12]([C:19]([CH3:28])([CH3:27])[CH2:20][C:21](=[O:26])[C:22]([F:25])([F:24])[F:23])[C:13]2[O:17][CH2:16][CH2:15][C:14]=2[CH:18]=1. The catalyst is CS(C)=O. The product is [Cl:9][C:10]1[CH:11]=[C:12]([C:19]([CH3:28])([CH3:27])[CH2:20][C:21]2([C:22]([F:23])([F:24])[F:25])[CH2:2][O:26]2)[C:13]2[O:17][CH2:16][CH2:15][C:14]=2[CH:18]=1. The yield is 0.910. (4) The reactants are [C:1]([C:4]1[CH:5]=[C:6]2[C:11](=[CH:12][CH:13]=1)[O:10][C:9]([CH3:15])([CH3:14])[CH2:8][C:7]2([CH3:17])[CH3:16])(=[O:3])[CH3:2].[I:18]I.S([O-])([O-])(=O)=S.[Na+].[Na+]. The catalyst is ClCCl.FC(F)(F)S([O-])(=O)=O.[Ag+]. The product is [C:1]([C:4]1[CH:5]=[C:6]2[C:11](=[C:12]([I:18])[CH:13]=1)[O:10][C:9]([CH3:15])([CH3:14])[CH2:8][C:7]2([CH3:17])[CH3:16])(=[O:3])[CH3:2]. The yield is 0.850. (5) The reactants are [F:1][C:2]1[CH:3]=[C:4]([NH2:30])[CH:5]=[CH:6][C:7]=1[O:8][C:9]1[C:18]2[C:13](=[CH:14][C:15]([O:21][CH2:22][CH:23]3[CH2:28][CH2:27][N:26]([CH3:29])[CH2:25][CH2:24]3)=[C:16]([O:19][CH3:20])[CH:17]=2)[N:12]=[CH:11][CH:10]=1.CCN(CC)CC.[C:38]([O:43]CC)(=O)[C:39]([NH2:41])=[O:40].[CH2:46](N)[CH2:47][C:48]1[CH:53]=[CH:52][CH:51]=[CH:50][CH:49]=1. The catalyst is C(Cl)Cl. The product is [F:1][C:2]1[CH:3]=[C:4]([NH:30][C:38](=[O:43])[C:39]([NH:41][CH2:46][CH2:47][C:48]2[CH:53]=[CH:52][CH:51]=[CH:50][CH:49]=2)=[O:40])[CH:5]=[CH:6][C:7]=1[O:8][C:9]1[C:18]2[C:13](=[CH:14][C:15]([O:21][CH2:22][CH:23]3[CH2:28][CH2:27][N:26]([CH3:29])[CH2:25][CH2:24]3)=[C:16]([O:19][CH3:20])[CH:17]=2)[N:12]=[CH:11][CH:10]=1. The yield is 0.680.